Task: Predict the product of the given reaction.. Dataset: Forward reaction prediction with 1.9M reactions from USPTO patents (1976-2016) (1) Given the reactants [C:1]1([CH:7](O)[CH2:8][CH3:9])[CH:6]=[CH:5][CH:4]=[CH:3][CH:2]=1, predict the reaction product. The product is: [CH3:9][CH:8]=[CH:7][C:1]1[CH:6]=[CH:5][CH:4]=[CH:3][CH:2]=1. (2) Given the reactants [OH:1][CH2:2][CH2:3][NH:4][C:5]1[N:6]=[C:7]([N:38]2[CH2:43][CH2:42][O:41][CH2:40][CH2:39]2)[C:8]2[C:13]([C:14]3[CH:19]=[CH:18][CH:17]=[CH:16][CH:15]=3)=[C:12]([C:20]3[CH:25]=[CH:24][C:23]([C:26]4([NH:30]C(=O)OC(C)(C)C)[CH2:29][CH2:28][CH2:27]4)=[CH:22][CH:21]=3)[O:11][C:9]=2[N:10]=1.[ClH:44].O1CCOCC1.C(OCC)C, predict the reaction product. The product is: [ClH:44].[NH2:30][C:26]1([C:23]2[CH:24]=[CH:25][C:20]([C:12]3[O:11][C:9]4[N:10]=[C:5]([NH:4][CH2:3][CH2:2][OH:1])[N:6]=[C:7]([N:38]5[CH2:43][CH2:42][O:41][CH2:40][CH2:39]5)[C:8]=4[C:13]=3[C:14]3[CH:15]=[CH:16][CH:17]=[CH:18][CH:19]=3)=[CH:21][CH:22]=2)[CH2:29][CH2:28][CH2:27]1. (3) Given the reactants [Li][CH2:2]CCC.[Br:6][C:7]1[CH:8]=[C:9]([C:13]2[S:14][C:15]([CH3:19])=[C:16]([CH3:18])[CH:17]=2)[S:10][C:11]=1Br.IC, predict the reaction product. The product is: [Br:6][C:7]1[CH:8]=[C:9]([C:13]2[S:14][C:15]([CH3:19])=[C:16]([CH3:18])[CH:17]=2)[S:10][C:11]=1[CH3:2]. (4) Given the reactants [CH3:1][C:2]1[N:3]=[C:4]2[N:8]([C:9]=1[C:10]([NH:12][C@@H:13]1[CH2:18][CH2:17][CH2:16][N:15](C(O)=O)[CH2:14]1)=[O:11])[CH:7]=[CH:6][S:5]2.C(O)(C(F)(F)F)=O, predict the reaction product. The product is: [NH:15]1[CH2:16][CH2:17][CH2:18][C@@H:13]([NH:12][C:10]([C:9]2[N:8]3[C:4]([S:5][CH:6]=[CH:7]3)=[N:3][C:2]=2[CH3:1])=[O:11])[CH2:14]1.